Dataset: NCI-60 drug combinations with 297,098 pairs across 59 cell lines. Task: Regression. Given two drug SMILES strings and cell line genomic features, predict the synergy score measuring deviation from expected non-interaction effect. (1) Drug 1: C1CCN(CC1)CCOC2=CC=C(C=C2)C(=O)C3=C(SC4=C3C=CC(=C4)O)C5=CC=C(C=C5)O. Drug 2: CC12CCC3C(C1CCC2O)C(CC4=C3C=CC(=C4)O)CCCCCCCCCS(=O)CCCC(C(F)(F)F)(F)F. Cell line: U251. Synergy scores: CSS=3.08, Synergy_ZIP=-1.55, Synergy_Bliss=-0.342, Synergy_Loewe=0.209, Synergy_HSA=-0.416. (2) Drug 1: C1CN1P(=S)(N2CC2)N3CC3. Drug 2: CN1C2=C(C=C(C=C2)N(CCCl)CCCl)N=C1CCCC(=O)O.Cl. Cell line: U251. Synergy scores: CSS=17.0, Synergy_ZIP=-5.58, Synergy_Bliss=-2.51, Synergy_Loewe=-2.20, Synergy_HSA=-1.17. (3) Drug 1: C1C(C(OC1N2C=C(C(=O)NC2=O)F)CO)O. Drug 2: C(CC(=O)O)C(=O)CN.Cl. Cell line: LOX IMVI. Synergy scores: CSS=28.4, Synergy_ZIP=-8.03, Synergy_Bliss=-2.43, Synergy_Loewe=-37.2, Synergy_HSA=-2.38. (4) Drug 1: CN(C(=O)NC(C=O)C(C(C(CO)O)O)O)N=O. Drug 2: CC1C(C(CC(O1)OC2CC(CC3=C2C(=C4C(=C3O)C(=O)C5=CC=CC=C5C4=O)O)(C(=O)C)O)N)O. Cell line: SNB-75. Synergy scores: CSS=46.4, Synergy_ZIP=-1.85, Synergy_Bliss=-0.955, Synergy_Loewe=-32.5, Synergy_HSA=2.69. (5) Drug 1: C1=CC(=CC=C1CCCC(=O)O)N(CCCl)CCCl. Drug 2: CNC(=O)C1=NC=CC(=C1)OC2=CC=C(C=C2)NC(=O)NC3=CC(=C(C=C3)Cl)C(F)(F)F. Cell line: HT29. Synergy scores: CSS=52.9, Synergy_ZIP=-3.69, Synergy_Bliss=-1.72, Synergy_Loewe=-8.98, Synergy_HSA=-1.14.